From a dataset of Forward reaction prediction with 1.9M reactions from USPTO patents (1976-2016). Predict the product of the given reaction. (1) Given the reactants C([O-])([O-])=O.[Na+].[Na+].C(O)C.Cl.Cl[C:12]1[CH:13]=[N:14][CH:15]=[N:16][CH:17]=1.[CH:18]([C:20]1[CH:25]=[CH:24][C:23](B(O)O)=[CH:22][CH:21]=1)=[O:19], predict the reaction product. The product is: [N:14]1[CH:13]=[C:12]([C:23]2[CH:24]=[CH:25][C:20]([CH:18]=[O:19])=[CH:21][CH:22]=2)[CH:17]=[N:16][CH:15]=1. (2) The product is: [F:23][C:24]1[CH:31]=[CH:30][CH:29]=[CH:28][C:25]=1[CH2:26][N:14]1[C:15]2[C:20](=[CH:19][CH:18]=[CH:17][CH:16]=2)[C:21](=[O:22])[C:12]([C:10]([C:8]2[CH:7]=[CH:6][N:5]=[C:4]([CH3:3])[CH:9]=2)=[O:11])=[CH:13]1. Given the reactants [H-].[Na+].[CH3:3][C:4]1[CH:9]=[C:8]([C:10]([C:12]2[C:21](=[O:22])[C:20]3[C:15](=[CH:16][CH:17]=[CH:18][CH:19]=3)[NH:14][CH:13]=2)=[O:11])[CH:7]=[CH:6][N:5]=1.[F:23][C:24]1[CH:31]=[CH:30][CH:29]=[CH:28][C:25]=1[CH2:26]Br, predict the reaction product. (3) Given the reactants C1C=C[NH+]=CC=1.[Br:7][Br-]Br.[CH3:10][O:11][C:12]1[CH:13]=[C:14]2[C:19](=[CH:20][CH:21]=1)[C:18]([C:23]1[CH:24]=[N:25][C:26]([O:29][CH2:30][CH2:31][N:32]3[CH2:36][CH2:35][CH2:34][CH2:33]3)=[CH:27][CH:28]=1)(O)[CH2:17][CH2:16][CH2:15]2.C([O-])(O)=O.[Na+], predict the reaction product. The product is: [Br:7][C:17]1[CH2:16][CH2:15][C:14]2[C:19](=[CH:20][CH:21]=[C:12]([O:11][CH3:10])[CH:13]=2)[C:18]=1[C:23]1[CH:28]=[CH:27][C:26]([O:29][CH2:30][CH2:31][N:32]2[CH2:36][CH2:35][CH2:34][CH2:33]2)=[N:25][CH:24]=1.